From a dataset of Full USPTO retrosynthesis dataset with 1.9M reactions from patents (1976-2016). Predict the reactants needed to synthesize the given product. (1) The reactants are: [C:1]1([Si:7]([C:21]2[CH:26]=[CH:25][CH:24]=[CH:23][CH:22]=2)([C:15]2[CH:20]=[CH:19][CH:18]=[CH:17][CH:16]=2)C2C=CC(O)=CC=2)[CH:6]=[CH:5][CH:4]=[CH:3][CH:2]=1.[C:40]1(P([C:40]2[CH:45]=[CH:44][CH:43]=[CH:42][CH:41]=2)[C:40]2[CH:45]=[CH:44][CH:43]=[CH:42][CH:41]=2)[CH:45]=[CH:44][CH:43]=[CH:42][CH:41]=1.[C:46]([O:50][CH2:51][CH2:52][OH:53])(=[O:49])[CH:47]=[CH2:48].N(C(OCC)=O)=NC(OCC)=O. Given the product [C:46]([O:50][CH2:51][CH:52]([Si:7]([C:1]1[CH:6]=[CH:5][CH:4]=[CH:3][CH:2]=1)([C:15]1[CH:16]=[CH:17][CH:18]=[CH:19][CH:20]=1)[C:21]1[CH:26]=[CH:25][CH:24]=[CH:23][CH:22]=1)[O:53][C:40]1[CH:41]=[CH:42][CH:43]=[CH:44][CH:45]=1)(=[O:49])[CH:47]=[CH2:48], predict the reactants needed to synthesize it. (2) Given the product [CH3:1][C:2]1[C:10]([C:11]2[N:15]([CH3:16])[N:14]=[CH:13][CH:12]=2)=[CH:9][CH:8]=[CH:7][C:3]=1[C:4]([O:6][CH3:17])=[O:5], predict the reactants needed to synthesize it. The reactants are: [CH3:1][C:2]1[C:10]([C:11]2[N:15]([CH3:16])[N:14]=[CH:13][CH:12]=2)=[CH:9][CH:8]=[CH:7][C:3]=1[C:4]([OH:6])=[O:5].[C:17](=O)([O-])[O-].[Cs+].[Cs+].IC.C(OCC)(=O)C. (3) Given the product [C:1]([O:5][C:6](=[O:33])[NH:7][CH:8]1[CH2:13][CH2:12][CH:11]([NH:14][C:15]2[N:20]=[C:19]3[NH:21][N:22]=[C:23]([C:24]4[CH:29]=[CH:28][N:27]=[C:26]([NH:49][CH:42]([C:43]5[CH:48]=[CH:47][CH:46]=[CH:45][CH:44]=5)[CH2:41][NH:40][C:39]([O:38][C:34]([CH3:37])([CH3:35])[CH3:36])=[O:50])[N:25]=4)[C:18]3=[CH:17][N:16]=2)[CH2:10][CH2:9]1)([CH3:4])([CH3:3])[CH3:2], predict the reactants needed to synthesize it. The reactants are: [C:1]([O:5][C:6](=[O:33])[NH:7][CH:8]1[CH2:13][CH2:12][CH:11]([NH:14][C:15]2[N:20]=[C:19]3[NH:21][N:22]=[C:23]([C:24]4[CH:29]=[CH:28][N:27]=[C:26](S(C)=O)[N:25]=4)[C:18]3=[CH:17][N:16]=2)[CH2:10][CH2:9]1)([CH3:4])([CH3:3])[CH3:2].[C:34]([O:38][C:39](=[O:50])[NH:40][CH2:41][CH:42]([NH2:49])[C:43]1[CH:48]=[CH:47][CH:46]=[CH:45][CH:44]=1)([CH3:37])([CH3:36])[CH3:35]. (4) Given the product [N+:3]([C:6]1[CH:24]=[CH:23][C:9]2[NH:10][C:11]([C:13]3[CH:22]=[CH:21][C:16]([C:17]([OH:19])=[O:18])=[CH:15][CH:14]=3)=[N:12][C:8]=2[CH:7]=1)([O-:5])=[O:4], predict the reactants needed to synthesize it. The reactants are: [OH-].[Na+].[N+:3]([C:6]1[CH:24]=[CH:23][C:9]2[NH:10][C:11]([C:13]3[CH:22]=[CH:21][C:16]([C:17]([O:19]C)=[O:18])=[CH:15][CH:14]=3)=[N:12][C:8]=2[CH:7]=1)([O-:5])=[O:4]. (5) Given the product [F:24][C:7]1[CH:6]=[CH:5][C:4]2[N:3]=[C:2]([NH:35][C:34]3[CH:33]=[CH:32][C:31]([N:28]4[CH2:29][CH2:30][O:25][CH2:26][CH2:27]4)=[CH:37][CH:36]=3)[C:11]3[NH:12][N:13]=[CH:14][C:10]=3[C:9]=2[CH:8]=1, predict the reactants needed to synthesize it. The reactants are: Cl[C:2]1[C:11]2=[N:12][N:13](CC3C=CC(OC)=CC=3)[CH:14]=[C:10]2[C:9]2[CH:8]=[C:7]([F:24])[CH:6]=[CH:5][C:4]=2[N:3]=1.[O:25]1[CH2:30][CH2:29][N:28]([C:31]2[CH:37]=[CH:36][C:34]([NH2:35])=[CH:33][CH:32]=2)[CH2:27][CH2:26]1.Cl.